This data is from Forward reaction prediction with 1.9M reactions from USPTO patents (1976-2016). The task is: Predict the product of the given reaction. (1) The product is: [C:1](=[O:37])([O:2][CH2:3][CH2:4][N:44]1[CH2:49][CH2:48][O:47][CH2:46][CH2:45]1)[O:6][C:7]([CH3:36])([CH3:35])[CH2:8][NH:9][C:10]([NH:12][C@H:13]([CH:32]([CH3:34])[CH3:33])[C:14]([N:16]1[CH2:21][CH2:20][C@@:19]([C:23]2[CH:28]=[CH:27][C:26]([Cl:29])=[CH:25][CH:24]=2)([OH:22])[C:18]([CH3:31])([CH3:30])[CH2:17]1)=[O:15])=[O:11]. Given the reactants [C:1](=[O:37])([O:6][C:7]([CH3:36])([CH3:35])[CH2:8][NH:9][C:10]([NH:12][C@H:13]([CH:32]([CH3:34])[CH3:33])[C:14]([N:16]1[CH2:21][CH2:20][C@@:19]([C:23]2[CH:28]=[CH:27][C:26]([Cl:29])=[CH:25][CH:24]=2)([OH:22])[C:18]([CH3:31])([CH3:30])[CH2:17]1)=[O:15])=[O:11])[O:2][CH2:3][CH2:4]Br.C([O-])([O-])=O.[K+].[K+].[NH:44]1[CH2:49][CH2:48][O:47][CH2:46][CH2:45]1, predict the reaction product. (2) Given the reactants [OH:1][C@@:2]1([C:9]#[C:10][C:11]2[CH:12]=[C:13]([C:17]3[N:22]=[C:21]([C:23]([O:25]CC)=O)[CH:20]=[C:19]([C:28]4[CH:29]=[N:30][C:31]([CH3:34])=[CH:32][CH:33]=4)[N:18]=3)[CH:14]=[CH:15][CH:16]=2)[CH2:6][CH2:5][N:4]([CH3:7])[C:3]1=[O:8].[NH3:35], predict the reaction product. The product is: [OH:1][C@@:2]1([C:9]#[C:10][C:11]2[CH:12]=[C:13]([C:17]3[N:22]=[C:21]([C:23]([NH2:35])=[O:25])[CH:20]=[C:19]([C:28]4[CH:29]=[N:30][C:31]([CH3:34])=[CH:32][CH:33]=4)[N:18]=3)[CH:14]=[CH:15][CH:16]=2)[CH2:6][CH2:5][N:4]([CH3:7])[C:3]1=[O:8]. (3) Given the reactants C(OC([NH:8][C:9]1[CH:14]=[CH:13][N:12]=[CH:11][C:10]=1[NH:15][C:16](=[O:25])[C:17]1[CH:22]=[CH:21][C:20]([O:23][CH3:24])=[CH:19][CH:18]=1)=O)(C)(C)C.FC(F)(F)C(O)=O, predict the reaction product. The product is: [CH3:24][O:23][C:20]1[CH:19]=[CH:18][C:17]([C:16]([NH:15][C:10]2[CH:11]=[N:12][CH:13]=[CH:14][C:9]=2[NH2:8])=[O:25])=[CH:22][CH:21]=1. (4) Given the reactants C1(NC(C2C3C=C(C4C(C)=CN=C(NCCCC5CCCNC5)N=4)SC=3C=CC=2)=O)CC1.[CH:33]1([NH:36][C:37]([C:39]2[C:47]3[CH:46]=[C:45]([C:48]4[C:53]([Cl:54])=[CH:52][N:51]=[C:50](Cl)[N:49]=4)[S:44][C:43]=3[CH:42]=[CH:41][CH:40]=2)=[O:38])[CH2:35][CH2:34]1.C(OC([N:63]1[CH2:68][CH2:67][N:66]([CH2:69][CH2:70][CH2:71][NH2:72])[CH:65]([CH:73]([CH3:75])[CH3:74])[CH2:64]1)=O)(C)(C)C, predict the reaction product. The product is: [CH:33]1([NH:36][C:37]([C:39]2[C:47]3[CH:46]=[C:45]([C:48]4[C:53]([Cl:54])=[CH:52][N:51]=[C:50]([NH:72][CH2:71][CH2:70][CH2:69][N:66]5[CH2:67][CH2:68][NH:63][CH2:64][CH:65]5[CH:73]([CH3:75])[CH3:74])[N:49]=4)[S:44][C:43]=3[CH:42]=[CH:41][CH:40]=2)=[O:38])[CH2:35][CH2:34]1. (5) Given the reactants [OH:1][C:2]1[CH:3]=[C:4]([C:8]23[CH2:15][CH2:14][C:11]([CH2:16][C:17]([OH:19])=[O:18])([CH2:12][CH2:13]2)[CH2:10][O:9]3)[CH:5]=[CH:6][CH:7]=1.[CH3:20]C1C=CC(S(O)(=O)=O)=CC=1, predict the reaction product. The product is: [OH:1][C:2]1[CH:3]=[C:4]([C:8]23[CH2:13][CH2:12][C:11]([CH2:16][C:17]([O:19][CH3:20])=[O:18])([CH2:14][CH2:15]2)[CH2:10][O:9]3)[CH:5]=[CH:6][CH:7]=1. (6) The product is: [OH:1][C@@H:2]1[CH2:25][CH2:24][C@@:23]2([CH3:26])[C@H:4]([C@@H:5]([CH2:29][CH3:30])[C:6](=[O:28])[C@@H:7]3[C@@H:22]2[CH2:21][CH2:20][C@@:19]2([CH3:27])[C@H:8]3[CH2:9][CH2:10][C@@H:11]2[C@H:12]([CH3:18])[CH2:13][CH2:14][C:15]([OH:17])=[O:16])[CH2:3]1. Given the reactants [OH:1][C@@H:2]1[CH2:25][CH2:24][C@@:23]2([CH3:26])[C@H:4](/[C:5](=[CH:29]/[CH3:30])/[C:6](=[O:28])[C@@H:7]3[C@@H:22]2[CH2:21][CH2:20][C@@:19]2([CH3:27])[C@H:8]3[CH2:9][CH2:10][C@@H:11]2[C@H:12]([CH3:18])[CH2:13][CH2:14][C:15]([OH:17])=[O:16])[CH2:3]1.[OH-].[Na+], predict the reaction product. (7) Given the reactants B(Br)(Br)Br.[NH2:5][C:6]1[C:15]2[N:16]=[C:17]([CH2:26][O:27]CC)[N:18]([CH2:19][C:20]([CH3:25])([CH3:24])[C:21]([NH2:23])=[O:22])[C:14]=2[C:13]2[CH:12]=[CH:11][CH:10]=[CH:9][C:8]=2[N:7]=1.[OH-].[K+], predict the reaction product. The product is: [NH2:5][C:6]1[C:15]2[N:16]=[C:17]([CH2:26][OH:27])[N:18]([CH2:19][C:20]([CH3:25])([CH3:24])[C:21]([NH2:23])=[O:22])[C:14]=2[C:13]2[CH:12]=[CH:11][CH:10]=[CH:9][C:8]=2[N:7]=1. (8) Given the reactants [NH2:1][CH2:2][C:3]1[CH:4]=[C:5]([C:9]2[CH:10]=[C:11]3[C:15](=[CH:16][CH:17]=2)[CH2:14][CH:13]([NH:18][S:19]([CH:22]([CH3:24])[CH3:23])(=[O:21])=[O:20])[CH2:12]3)[CH:6]=[CH:7][CH:8]=1.[C:25](Cl)(=[O:27])[CH3:26], predict the reaction product. The product is: [CH3:23][CH:22]([S:19]([NH:18][CH:13]1[CH2:12][C:11]2[C:15](=[CH:16][CH:17]=[C:9]([C:5]3[CH:4]=[C:3]([CH2:2][NH:1][C:25](=[O:27])[CH3:26])[CH:8]=[CH:7][CH:6]=3)[CH:10]=2)[CH2:14]1)(=[O:21])=[O:20])[CH3:24]. (9) Given the reactants [NH2:1][C:2]1[N:7]=[C:6]([O:8]C)[C:5]([C:10](=[O:23])[CH2:11][CH2:12][CH:13]2[CH2:18][CH2:17][N:16]([CH2:19][CH:20]([CH3:22])[CH3:21])[CH2:15][CH2:14]2)=[CH:4][C:3]=1[Cl:24], predict the reaction product. The product is: [NH2:1][C:2]1[NH:7][C:6](=[O:8])[C:5]([C:10](=[O:23])[CH2:11][CH2:12][CH:13]2[CH2:18][CH2:17][N:16]([CH2:19][CH:20]([CH3:21])[CH3:22])[CH2:15][CH2:14]2)=[CH:4][C:3]=1[Cl:24].